From a dataset of Full USPTO retrosynthesis dataset with 1.9M reactions from patents (1976-2016). Predict the reactants needed to synthesize the given product. (1) Given the product [C:1]([O:5][C:6]([N:8]1[CH2:9][CH2:10][C:11]([CH2:33][CH:32]=[CH2:31])([C:14]([OH:16])=[O:15])[CH2:12][CH2:13]1)=[O:7])([CH3:2])([CH3:3])[CH3:4], predict the reactants needed to synthesize it. The reactants are: [C:1]([O:5][C:6]([N:8]1[CH2:13][CH2:12][CH:11]([C:14]([O:16]CC=C)=[O:15])[CH2:10][CH2:9]1)=[O:7])([CH3:4])([CH3:3])[CH3:2].C[Si]([N-][Si](C)(C)C)(C)C.[Li+].O1C[CH2:33][CH2:32][CH2:31]1.Cl[Si](C)(C)C.CCOCC. (2) Given the product [N+:2]([C:5]1[CH:12]=[CH:11][CH:10]=[C:9]([O:13][CH2:14][CH:15]2[CH2:19][CH2:18][N:17]([C:20](=[O:24])[CH2:21][CH2:22][CH3:23])[CH2:16]2)[C:6]=1[C:7]#[N:8])([O-:4])=[O:3], predict the reactants needed to synthesize it. The reactants are: Cl.[N+:2]([C:5]1[CH:12]=[CH:11][CH:10]=[C:9]([O:13][CH2:14][CH:15]2[CH2:19][CH2:18][NH:17][CH2:16]2)[C:6]=1[C:7]#[N:8])([O-:4])=[O:3].[C:20](Cl)(=[O:24])[CH2:21][CH2:22][CH3:23]. (3) Given the product [OH:6][C@H:7]([CH3:29])[CH2:8][N:9]1[C:17]2[C:12](=[CH:13][CH:14]=[C:15]3[O:21][CH2:20][C@H:19]([O:22][CH2:23][CH2:24][NH:25][C:26](=[O:28])[CH3:27])[CH2:18][C:16]3=2)[CH:11]=[N:10]1, predict the reactants needed to synthesize it. The reactants are: C([Si](C)(C)[O:6][C@H:7]([CH3:29])[CH2:8][N:9]1[C:17]2[C:12](=[CH:13][CH:14]=[C:15]3[O:21][CH2:20][C@H:19]([O:22][CH2:23][CH2:24][NH:25][C:26](=[O:28])[CH3:27])[CH2:18][C:16]3=2)[CH:11]=[N:10]1)(C)(C)C.[F-].C([N+](CCCC)(CCCC)CCCC)CCC.C(=O)(O)[O-].[Na+]. (4) Given the product [Cl:1][C:2]1[CH:7]=[CH:6][CH:5]=[CH:4][C:3]=1[CH:8]([N:12]1[CH2:17][CH2:16][C:15]2[S:18][CH:19]=[CH:20][C:14]=2[CH2:13]1)[C:9]([O:11][CH3:22])=[O:10], predict the reactants needed to synthesize it. The reactants are: [Cl:1][C:2]1[CH:7]=[CH:6][CH:5]=[CH:4][C:3]=1[CH:8]([N:12]1[CH2:17][CH2:16][C:15]2[S:18][CH:19]=[CH:20][C:14]=2[CH2:13]1)[C:9]([O-:11])=[O:10].O.[C@:22]12(CS(O)(=O)=O)C(C)(C)C(CC1)CC2=O.C(OCC)(=O)C.C([O-])(O)=O.[Na+]. (5) Given the product [C:40]([C:38]1[CH:39]=[C:35]([NH:34][C:33]([NH:1][C@@H:2]2[C:11]3[C:6](=[CH:7][CH:8]=[CH:9][CH:10]=3)[C@H:5]([O:12][C:13]3[CH:14]=[CH:15][C:16]4[N:17]([C:19]([N:22]([CH2:23][CH2:24][N:25]([CH3:27])[CH3:26])[CH3:28])=[N:20][N:21]=4)[CH:18]=3)[CH2:4][CH2:3]2)=[O:32])[N:36]([C:44]2[CH:49]=[CH:48][C:47]([CH3:50])=[CH:46][CH:45]=2)[N:37]=1)([CH3:43])([CH3:41])[CH3:42], predict the reactants needed to synthesize it. The reactants are: [NH2:1][C@@H:2]1[C:11]2[C:6](=[CH:7][CH:8]=[CH:9][CH:10]=2)[C@H:5]([O:12][C:13]2[CH:14]=[CH:15][C:16]3[N:17]([C:19]([N:22]([CH3:28])[CH2:23][CH2:24][N:25]([CH3:27])[CH3:26])=[N:20][N:21]=3)[CH:18]=2)[CH2:4][CH2:3]1.ClC(Cl)(Cl)C[O:32][C:33](=O)[NH:34][C:35]1[N:36]([C:44]2[CH:49]=[CH:48][C:47]([CH3:50])=[CH:46][CH:45]=2)[N:37]=[C:38]([C:40]([CH3:43])([CH3:42])[CH3:41])[CH:39]=1.CCN(C(C)C)C(C)C.N.